Dataset: Experimentally validated miRNA-target interactions with 360,000+ pairs, plus equal number of negative samples. Task: Binary Classification. Given a miRNA mature sequence and a target amino acid sequence, predict their likelihood of interaction. (1) The miRNA is mmu-miR-6901-3p with sequence GACCUUCUGUGUUCUUGCAG. The protein sequence of the target gene is MDRVLRDVFDYSYRDYILSWYGNLSRDDGQLYHLLLDDFWEIVKQIRQRLSHVDVVKVVCNDIVKALLTHFCDLKAATARHEEQPRPFVLHACLKDSHDEVRFLQTCSQVLVLCLLPSKDIQSLSLRTMLAEILTTKVLKPVVELLSNPDYINQMLLRQLEYREQMSEHHKRAYTYAPSYEDFIKLINSNSDVDFLKQLRYQIVVEIIQATTISSFPQLKRHKGKESAAMKTDLLRARNMKRYINQLTVAKKQCEKRIRILGGPAYDQQEDGASDEGEGPQSQKILQFEDIMTNPFYRER.... Result: 0 (no interaction). (2) The miRNA is mmu-miR-466q with sequence GUGCACACACACACAUACGU. The protein sequence of the target gene is MADPEELQVSSPPPPPPSSPSSSDASAASSPGGPVSLGWPVPSRSSGPTVDQLEEVELQIGDAAFSLTKLLEATSAVSAQVEELAFKCTENARFLKTWRDLLKEGYDSLKPDD. Result: 0 (no interaction). (3) The miRNA is hsa-miR-944 with sequence AAAUUAUUGUACAUCGGAUGAG. The protein sequence of the target gene is MEADIITNLRCRLKEAEEERLKAAQYGLQLVESQNELQNQLDKCRNEMMTMTESYEQEKYTLQREVELKSRMLESLSCECEAIKQQQKMHLEKLEEQLSRSHGQEVNELKTKIEKLKVELDEARLSEKQLKHQVDHQKELLSCKSEELRVMSERVQESMSSEMLALQIELTEMESMKTTLKEEVNELQYRQEQLELLITNLMRQVDRLKEEKEEREKEAVSYYNALEKARVANQDLQVQLDQALQQALDPNSKGNSLFAEVEDRRAAMERQLISMKVKYQSLKKQNVFNREQMQRMKLQI.... Result: 1 (interaction). (4) The miRNA is mmu-miR-743b-5p with sequence UGUUCAGACUGGUGUCCAUCA. The protein sequence of the target gene is MVYYPELLVWVSQEPFAYKEMEGGLIKGRLPVPKEVNRKKMEETGAASLTPPGSREFTSPATSYLHPF. Result: 0 (no interaction). (5) The miRNA is hsa-miR-139-5p with sequence UCUACAGUGCACGUGUCUCCAGU. The protein sequence of the target gene is MQRSRTAADDAALLLAGLGLRESEPTAGSPGRVRRGPRAVDEAAPASGRRGKGGCGGPEAAPDVPSRPERGPRASLAGSDGGSARSSGISLGYDQRHGPGPGPPSGGSARSSVSSLGSRGSAGACADLLPPGVGPAPARSPEPAQFPFPLPSLPLPPGREGGPSAAERRLEALTRELERALEARTARDYFGICIKCGLGIYGARQACQAMGSLYHTDCFICDSCGRRLRGKAFYNVGEKVYCQEDFLYSGFQQTADKCSVCGHLIMEMILQALGKSYHPGCFRCSVCNECLDGVPFTVDV.... Result: 0 (no interaction). (6) The miRNA is hsa-miR-3917 with sequence GCUCGGACUGAGCAGGUGGG. The protein sequence of the target gene is MGKDYYQTLGLARGASDDEIKRAYRRQALRYHPDKNKEPGAEEKFKEIAEAYDVLSDPRKREIFDRYGEEGLKGGSPSGGSSGGANGTSFSYTFHGDPHAMFAEFFGGRNPFDTFFGQRNGEEGMDIDDTFSSFPMGMGGFTNMNFGRSRPSQEPTRKKQDPPVTHDLRVSLEEIYSGCTKKMKISHKRLNPDGKSIRNEDKILTIEVKRGWKEGTKITFPKEGDQTSNNIPADIVFVLKDKPHNIFKRDGSDVIYPARISLREALCGCTVNVPTLDGRTIPVVFKDVIRPGMRRKVPGE.... Result: 0 (no interaction). (7) The miRNA is hsa-miR-2392 with sequence UAGGAUGGGGGUGAGAGGUG. The protein sequence of the target gene is MAAAPGGSAPPAGPSPRLAFSTADSGGGMSGLNPGPAVPMKDHDAIKLFVGQIPRGLDEQDLKPLFEEFGRIYELTVLKDRLTGLHKGCAFLTYCARDSALKAQSALHEQKTLPGMNRPIQVKPAASEGRGEDRKLFVGMLGKQQGEEDVRRLFQPFGHIEECTVLRSPDGTSKGCAFVKFGSQGEAQAAIQGLHGSRTMTGASSSLVVKLADTDRERALRRMQQMAGQLGAFHPAPLPLGACGAYTTAILQHQAALLAAAQGPGLGQVAAVAAQMQHVAAFSLVAAPLLPAAANTSPGG.... Result: 0 (no interaction). (8) The miRNA is mmu-miR-875-3p with sequence CCUGAAAAUACUGAGGCUAUG. The protein sequence of the target gene is MMGQNQTSISDFLLLGLPIQPEQQNLCYALFLAMYLTTLLGNLLIIVLIRLDSHLHTPMYLFLSNLSFSDLCFSSVTIPKLLQNMQNQDPSIPYADCLTQMYFFLLFGDLESFLLVAMAYDRYVAICFPLHYTAIMSPMLCLALVALSWVLTTFHAMLHTLLMARLCFCADNVIPHFFCDMSALLKLAFSDTRVNEWVIFIMGGLILVIPFLLILGSYARIVSSILKVPSSKGICKAFSTCGSHLSVVSLFYGTVIGLYLCSSANSSTLKDTVMAMMYTVVTPMLNPFIYSLRNRDMKGA.... Result: 0 (no interaction). (9) The miRNA is hsa-miR-324-3p with sequence CCCACUGCCCCAGGUGCUGCUGG. The protein sequence of the target gene is MPREIITLQLGQCGNQIGFEFWKQLCAEHGISPEGIVEEFATEGTDRKDVFFYQADDEHYIPRAVLLDLEPRVIHSILNSPYAKLYNPENIYLSEHGGGAGNNWASGFSQGEKIHEDIFDIIDREADGSDSLEGFVLCHSIAGGTGSGLGSYLLERLNDRYPKKLVQTYSVFPNQDEMSDVVVQPYNSLLTLKRLTQNADCVVVLDNTALNRIATDRLHIQNPSFSQINQLVSTIMSASTTTLRYPGYMNNDLIGLIASLIPTPRLHFLMTGYTPLTTDQSVASVRKTTVLDVMRRLLQP.... Result: 1 (interaction). (10) The miRNA is hsa-miR-4479 with sequence CGCGCGGCCGUGCUCGGAGCAG. The protein sequence of the target gene is MRTPQLALLQVFFLVFPDGVRPQPSSSPSGAVPTSLELQRGTDGGTLQSPSEATATRPAVPGLPTVVPTLVTPSAPGNRTVDLFPVLPICVCDLTPGACDINCCCDRDCYLLHPRTVFSFCLPGSVRSSSWVCVDNSVIFRSNSPFPSRVFMDSNGIRQFCVHVNNSNLNYFQKLQKVNATNFQALAAEFGGESFTSTFQTQSPPSFYRAGDPILTYFPKWSVISLLRQPAGVGAGGLCAESNPAGFLESKSTTCTRFFKNLASSCTLDSALNAASYYNFTVLKVPRSMTDPQNMEFQVP.... Result: 0 (no interaction).